This data is from Full USPTO retrosynthesis dataset with 1.9M reactions from patents (1976-2016). The task is: Predict the reactants needed to synthesize the given product. (1) Given the product [C:15]([O:7][CH2:6][C:3]1[CH:4]=[CH:5][S:1][CH:2]=1)(=[O:17])[CH3:16], predict the reactants needed to synthesize it. The reactants are: [S:1]1[CH:5]=[CH:4][C:3]([CH2:6][OH:7])=[CH:2]1.C(N(CC)CC)C.[C:15](Cl)(=[O:17])[CH3:16].O. (2) Given the product [CH3:23][C:13]1[S:14][C:15]([C:16]2[CH:17]=[C:18]([CH3:22])[CH:19]=[CH:20][CH:21]=2)=[C:11]([C:9]([N:8]2[CH2:7][C@H:6]3[C@H:4]([CH2:5]3)[C@H:3]2[CH2:2][NH:1][C:31]([C:30]2[N:26]([CH2:24][CH3:25])[N:27]=[C:28]([CH3:34])[CH:29]=2)=[O:32])=[O:10])[N:12]=1, predict the reactants needed to synthesize it. The reactants are: [NH2:1][CH2:2][C@H:3]1[N:8]([C:9]([C:11]2[N:12]=[C:13]([CH3:23])[S:14][C:15]=2[C:16]2[CH:17]=[C:18]([CH3:22])[CH:19]=[CH:20][CH:21]=2)=[O:10])[CH2:7][C@H:6]2[C@@H:4]1[CH2:5]2.[CH2:24]([N:26]1[C:30]([C:31](O)=[O:32])=[CH:29][C:28]([CH3:34])=[N:27]1)[CH3:25]. (3) Given the product [CH3:28][C:10]1[N:14]=[C:13]([C:9](=[C:32]2[CH2:33][CH2:34][O:29][CH2:30][CH2:31]2)[C:7]#[N:8])[S:12][C:11]=1[CH3:25], predict the reactants needed to synthesize it. The reactants are: C1(C2[N:8]=[C:7]([C:9]3[C:10]4[CH2:28]CC[CH2:25][C:11]=4[S:12][C:13]=3[NH:14]C(N3CCC[C@@H]3C(O)=O)=O)ON=2)CC1.[O:29]1[CH2:34][CH2:33][C:32](=O)[CH2:31][CH2:30]1.CC1N=C(CC#N)SC=1C. (4) Given the product [Cl:1][C:2]1[CH:3]=[C:4]([CH:19]=[CH:20][C:21]=1[F:22])[NH:5][C:6]1[C:15]2[C:10](=[CH:11][C:12]([O:17][CH3:18])=[CH:13][C:14]=2[O:16][CH:43]2[CH2:47][CH2:46][S:45][CH2:44]2)[N:9]=[CH:8][N:7]=1, predict the reactants needed to synthesize it. The reactants are: [Cl:1][C:2]1[CH:3]=[C:4]([CH:19]=[CH:20][C:21]=1[F:22])[NH:5][C:6]1[C:15]2[C:10](=[CH:11][C:12]([O:17][CH3:18])=[CH:13][C:14]=2[OH:16])[N:9]=[CH:8][N:7]=1.C1(P(C2C=CC=CC=2)C2C=CC=CC=2)C=CC=CC=1.O[CH:43]1[CH2:47][CH2:46][S:45][CH2:44]1.N(C(OC(C)(C)C)=O)=NC(OC(C)(C)C)=O. (5) The reactants are: [CH2:1]([N:7]1[CH2:12][CH:11]2[CH:9]([C:10]2([C:14]2[CH:15]=[C:16]([C:20](=[NH:24])OCC)[CH:17]=[CH:18][CH:19]=2)[CH3:13])[C:8]1=[O:25])[CH2:2][CH2:3][CH2:4][CH2:5][CH3:6].[NH2:26][C:27]1[CH:32]=[CH:31][CH:30]=[CH:29][C:28]=1N. Given the product [NH:24]1[C:28]2[CH:29]=[CH:30][CH:31]=[CH:32][C:27]=2[N:26]=[C:20]1[C:16]1[CH:15]=[C:14]([C:10]2([CH3:13])[CH:9]3[CH:11]2[CH2:12][N:7]([CH2:1][CH2:2][CH2:3][CH2:4][CH2:5][CH3:6])[C:8]3=[O:25])[CH:19]=[CH:18][CH:17]=1, predict the reactants needed to synthesize it.